This data is from Full USPTO retrosynthesis dataset with 1.9M reactions from patents (1976-2016). The task is: Predict the reactants needed to synthesize the given product. Given the product [C:1]([O:5][C:6]([C:8]1[CH:13]=[CH:12][C:11]([C:14]2[C:15]([C:29]([O:31][CH2:32][CH3:33])=[O:30])=[N:16][N:17]([C:23]3[CH:28]=[CH:27][C:26]([O:51][C:50]4[CH:66]=[CH:67][C:47]([Cl:46])=[CH:48][CH:49]=4)=[CH:25][CH:24]=3)[C:18]=2[CH2:19][CH2:20][CH2:21][CH3:22])=[C:10]([C:34]([N:36]2[CH2:45][CH2:44][C:43]3[C:38](=[CH:39][CH:40]=[CH:41][CH:42]=3)[CH2:37]2)=[O:35])[CH:9]=1)=[O:7])([CH3:3])([CH3:4])[CH3:2], predict the reactants needed to synthesize it. The reactants are: [C:1]([O:5][C:6]([C:8]1[CH:13]=[CH:12][C:11]([C:14]2[C:15]([C:29]([O:31][CH2:32][CH3:33])=[O:30])=[N:16][N:17]([C:23]3[CH:28]=[CH:27][CH:26]=[CH:25][CH:24]=3)[C:18]=2[CH2:19][CH2:20][CH2:21][CH3:22])=[C:10]([C:34]([N:36]2[CH2:45][CH2:44][C:43]3[C:38](=[CH:39][CH:40]=[CH:41][CH:42]=3)[CH2:37]2)=[O:35])[CH:9]=1)=[O:7])([CH3:4])([CH3:3])[CH3:2].[Cl:46][C:47]1[CH:67]=[CH:66][C:50]([O:51]C2C=CC(N/N=C/C(OCC)=O)=CC=2)=[CH:49][CH:48]=1.[N+](C(CCCC)=CC1C=CC(C(OC(C)(C)C)=O)=CC=1C(N1CCC2C(=CC=CC=2)C1)=O)([O-])=O.